From a dataset of Forward reaction prediction with 1.9M reactions from USPTO patents (1976-2016). Predict the product of the given reaction. Given the reactants CO[C:3]([C:5]1[S:9][C:8](/[CH:10]=[CH:11]/[C:12]2[C:13]([CH2:18][CH2:19][CH2:20][CH3:21])=[N:14][O:15][C:16]=2[CH3:17])=[N:7][C:6]=1[CH3:22])=[O:4].[NH2:23][CH:24]1[CH2:28][CH2:27][O:26][CH2:25]1, predict the reaction product. The product is: [O:26]1[CH2:27][CH2:28][CH:24]([NH:23][C:3]([C:5]2[S:9][C:8](/[CH:10]=[CH:11]/[C:12]3[C:13]([CH2:18][CH2:19][CH2:20][CH3:21])=[N:14][O:15][C:16]=3[CH3:17])=[N:7][C:6]=2[CH3:22])=[O:4])[CH2:25]1.